This data is from Forward reaction prediction with 1.9M reactions from USPTO patents (1976-2016). The task is: Predict the product of the given reaction. (1) The product is: [Br:1][C:2]1[C:10]2[O:9][N:8]=[C:7]([NH:11][C:12]3[CH:13]=[C:14]([NH:18][C:20](=[NH:29])[C:21]4[CH:26]=[CH:25][CH:24]=[CH:23][CH:22]=4)[CH:15]=[CH:16][CH:17]=3)[C:6]=2[CH:5]=[CH:4][CH:3]=1. Given the reactants [Br:1][C:2]1[C:10]2[O:9][N:8]=[C:7]([NH:11][C:12]3[CH:17]=[CH:16][CH:15]=[C:14]([NH2:18])[CH:13]=3)[C:6]=2[CH:5]=[CH:4][CH:3]=1.I.[C:20](=[NH:29])(SC)[C:21]1[CH:26]=[CH:25][CH:24]=[CH:23][CH:22]=1.C(OCC)(=O)C.C(=O)([O-])[O-].[K+].[K+], predict the reaction product. (2) Given the reactants [CH:1]1([CH:4]([C:11]2[CH:16]=[CH:15][CH:14]=[C:13]([CH2:17][O:18][C:19]3[CH:20]=[C:21]([CH2:33][C:34]([CH3:37])([CH3:36])[CH3:35])[C:22]([C:25]4[CH:30]=[CH:29][N:28]=[C:27]([O:31][CH3:32])[CH:26]=4)=[N:23][CH:24]=3)[CH:12]=2)[CH2:5][C:6]([O:8]CC)=[O:7])[CH2:3][CH2:2]1.[OH-].[Na+].Cl, predict the reaction product. The product is: [CH:1]1([CH:4]([C:11]2[CH:16]=[CH:15][CH:14]=[C:13]([CH2:17][O:18][C:19]3[CH:20]=[C:21]([CH2:33][C:34]([CH3:37])([CH3:36])[CH3:35])[C:22]([C:25]4[CH:30]=[CH:29][N:28]=[C:27]([O:31][CH3:32])[CH:26]=4)=[N:23][CH:24]=3)[CH:12]=2)[CH2:5][C:6]([OH:8])=[O:7])[CH2:2][CH2:3]1. (3) Given the reactants [OH-].[Li+].[CH2:3]([N:5]([CH:20]1[C:28]2[C:23](=[CH:24][CH:25]=[C:26]([C:29]3[CH:34]=[CH:33][CH:32]=[C:31]([F:35])[CH:30]=3)[CH:27]=2)[CH2:22][CH2:21]1)[C:6]1[CH:7]=[C:8]([CH:17]=[CH:18][CH:19]=1)[O:9][CH2:10][C:11]([O:13]C(C)C)=[O:12])[CH3:4], predict the reaction product. The product is: [CH2:3]([N:5]([CH:20]1[C:28]2[C:23](=[CH:24][CH:25]=[C:26]([C:29]3[CH:34]=[CH:33][CH:32]=[C:31]([F:35])[CH:30]=3)[CH:27]=2)[CH2:22][CH2:21]1)[C:6]1[CH:7]=[C:8]([CH:17]=[CH:18][CH:19]=1)[O:9][CH2:10][C:11]([OH:13])=[O:12])[CH3:4]. (4) The product is: [NH2:20][C@H:7]1[C:8]2[C:13](=[CH:12][CH:11]=[C:10]([O:14][CH:15]3[CH2:19][CH2:18][O:17][CH2:16]3)[CH:9]=2)[N:4]([C:1](=[O:3])[CH3:2])[C@@H:5]([CH:32]2[CH2:33][CH2:34]2)[C@@H:6]1[CH3:31]. Given the reactants [C:1]([N:4]1[C:13]2[C:8](=[CH:9][C:10]([O:14][CH:15]3[CH2:19][CH2:18][O:17][CH2:16]3)=[CH:11][CH:12]=2)[C@H:7]([NH:20]C(=O)OCC2C=CC=CC=2)[C@@H:6]([CH3:31])[C@@H:5]1[CH:32]1[CH2:34][CH2:33]1)(=[O:3])[CH3:2].CCCC[N+](CCCC)(CCCC)CCCC.[F-], predict the reaction product. (5) Given the reactants [Li+].C[Si]([N-][Si](C)(C)C)(C)C.[CH3:11][O:12][C:13](=[O:23])[CH2:14][C:15]1[CH:20]=[CH:19][C:18]([F:21])=[C:17]([F:22])[CH:16]=1.C1C=CC(S(N(S(C2C=CC=CC=2)(=O)=O)[F:34])(=O)=O)=CC=1, predict the reaction product. The product is: [F:22][C:17]1[CH:16]=[C:15]([CH:14]([F:34])[C:13]([O:12][CH3:11])=[O:23])[CH:20]=[CH:19][C:18]=1[F:21]. (6) Given the reactants [C:1](Cl)(=[O:4])[O:2][CH3:3].[NH2:6][C@H:7]([CH2:25][OH:26])[CH2:8][C:9]1[CH:22]=[C:21]([I:23])[C:12]([O:13][C:14]2[CH:19]=[CH:18][C:17]([OH:20])=[CH:16][CH:15]=2)=[C:11]([I:24])[CH:10]=1.C(=O)(O)[O-].[Na+].O, predict the reaction product. The product is: [OH:26][CH2:25][C@@H:7]([NH:6][C:1](=[O:4])[O:2][CH3:3])[CH2:8][C:9]1[CH:22]=[C:21]([I:23])[C:12]([O:13][C:14]2[CH:19]=[CH:18][C:17]([OH:20])=[CH:16][CH:15]=2)=[C:11]([I:24])[CH:10]=1. (7) Given the reactants O.[OH-].[Li+].C([O:6][C:7](=[O:32])[CH:8]([O:29][CH2:30][CH3:31])[CH2:9][C:10]1[CH:15]=[CH:14][C:13]([O:16][CH2:17][CH2:18][C:19]2[CH:24]=[CH:23][C:22]([S:25]([CH3:28])(=[O:27])=[O:26])=[CH:21][CH:20]=2)=[CH:12][CH:11]=1)C.Cl, predict the reaction product. The product is: [CH2:30]([O:29][CH:8]([CH2:9][C:10]1[CH:15]=[CH:14][C:13]([O:16][CH2:17][CH2:18][C:19]2[CH:20]=[CH:21][C:22]([S:25]([CH3:28])(=[O:26])=[O:27])=[CH:23][CH:24]=2)=[CH:12][CH:11]=1)[C:7]([OH:32])=[O:6])[CH3:31].